From a dataset of Forward reaction prediction with 1.9M reactions from USPTO patents (1976-2016). Predict the product of the given reaction. (1) The product is: [C:16]([NH:1][C@H:2]([CH2:5][CH3:6])[CH2:3][OH:4])([C:17]1[CH:22]=[CH:21][CH:20]=[CH:19][CH:18]=1)([C:29]1[CH:30]=[CH:31][CH:32]=[CH:33][CH:34]=1)[C:23]1[CH:24]=[CH:25][CH:26]=[CH:27][CH:28]=1. Given the reactants [NH2:1][C@H:2]([CH2:5][CH3:6])[CH2:3][OH:4].CCN(C(C)C)C(C)C.[C:16](Cl)([C:29]1[CH:34]=[CH:33][CH:32]=[CH:31][CH:30]=1)([C:23]1[CH:28]=[CH:27][CH:26]=[CH:25][CH:24]=1)[C:17]1[CH:22]=[CH:21][CH:20]=[CH:19][CH:18]=1.CCCCCC, predict the reaction product. (2) Given the reactants [NH2:1][C:2]1[C:7]2[N:8]=[C:9]([S:24][C:25]3[C:33]([I:34])=[CH:32][C:28]4[O:29][CH2:30][O:31][C:27]=4[CH:26]=3)[N:10]([CH2:11][CH2:12][N:13]3C(=O)C4C(=CC=CC=4)C3=O)[C:6]=2[CH:5]=[CH:4][N:3]=1, predict the reaction product. The product is: [NH2:13][CH2:12][CH2:11][N:10]1[C:6]2[CH:5]=[CH:4][N:3]=[C:2]([NH2:1])[C:7]=2[N:8]=[C:9]1[S:24][C:25]1[C:33]([I:34])=[CH:32][C:28]2[O:29][CH2:30][O:31][C:27]=2[CH:26]=1. (3) Given the reactants NC1(C2C=CC(C3C(C4C=CC=CC=4)=CC4C(=O)CCCC=4N=3)=CC=2)CCC1.C(OC(=O)[NH:35][C:36]1([C:40]2[CH:45]=[CH:44][C:43]([C:46]3[C:55]([C:56]4[CH:61]=[CH:60][CH:59]=[CH:58][CH:57]=4)=[CH:54][C:53]4[C:52]5=[N:62][NH:63][C:64](=[O:65])[N:51]5[CH2:50][CH2:49][C:48]=4[N:47]=3)=[CH:42][CH:41]=2)[CH2:39][CH2:38][CH2:37]1)(C)(C)C, predict the reaction product. The product is: [NH2:35][C:36]1([C:40]2[CH:45]=[CH:44][C:43]([C:46]3[C:55]([C:56]4[CH:61]=[CH:60][CH:59]=[CH:58][CH:57]=4)=[CH:54][C:53]4[C:52]5=[N:62][NH:63][C:64](=[O:65])[N:51]5[CH2:50][CH2:49][C:48]=4[N:47]=3)=[CH:42][CH:41]=2)[CH2:37][CH2:38][CH2:39]1. (4) Given the reactants [CH3:1][O:2][C:3]([CH2:5][C:6](=O)[CH:7]([O:9][C:10]([C:12]1[CH:17]=[CH:16][C:15]([C:18]2[CH:23]=[CH:22][CH:21]=[CH:20][CH:19]=2)=[CH:14][CH:13]=1)=[O:11])[CH3:8])=[O:4].C([O-])(=O)C.[NH4+:29], predict the reaction product. The product is: [NH2:29][C:6](=[CH:5][C:3]([O:2][CH3:1])=[O:4])[CH:7]([O:9][C:10]([C:12]1[CH:17]=[CH:16][C:15]([C:18]2[CH:23]=[CH:22][CH:21]=[CH:20][CH:19]=2)=[CH:14][CH:13]=1)=[O:11])[CH3:8]. (5) Given the reactants [F:1][CH:2]([F:23])[C:3]1[N:8]2[N:9]=[CH:10][C:11]([C:12]#[CH:13])=[C:7]2[N:6]=[C:5]([C:14]2[CH:19]=[CH:18][CH:17]=[C:16]([O:20][CH2:21][CH3:22])[CH:15]=2)[CH:4]=1.[NH2:24][C:25]1[CH:30]=[CH:29][C:28](Br)=[CH:27][N:26]=1, predict the reaction product. The product is: [F:23][CH:2]([F:1])[C:3]1[N:8]2[N:9]=[CH:10][C:11]([C:12]#[C:13][C:28]3[CH:29]=[CH:30][C:25]([NH2:24])=[N:26][CH:27]=3)=[C:7]2[N:6]=[C:5]([C:14]2[CH:19]=[CH:18][CH:17]=[C:16]([O:20][CH2:21][CH3:22])[CH:15]=2)[CH:4]=1. (6) Given the reactants [CH2:1]([O:3][C:4](=[O:11])/[CH:5]=[CH:6]/[C:7]([F:10])([F:9])[F:8])[CH3:2].[N+:12]([CH3:15])([O-:14])=[O:13].CN(C)C(=N)N(C)C.S(=O)(=O)(O)O, predict the reaction product. The product is: [CH2:1]([O:3][C:4](=[O:11])[CH2:5][CH:6]([CH2:15][N+:12]([O-:14])=[O:13])[C:7]([F:9])([F:10])[F:8])[CH3:2].